This data is from Peptide-MHC class I binding affinity with 185,985 pairs from IEDB/IMGT. The task is: Regression. Given a peptide amino acid sequence and an MHC pseudo amino acid sequence, predict their binding affinity value. This is MHC class I binding data. (1) The peptide sequence is VMAASGAPF. The MHC is HLA-A02:01 with pseudo-sequence HLA-A02:01. The binding affinity (normalized) is 0.0847. (2) The peptide sequence is AEFPVGSTA. The MHC is HLA-B45:06 with pseudo-sequence HLA-B45:06. The binding affinity (normalized) is 0.213.